From a dataset of Reaction yield outcomes from USPTO patents with 853,638 reactions. Predict the reaction yield, written as a fraction of the theoretical maximum amount of product (1.0 means a 100% yield; for example, 0.34 means a 34% yield). (1) The reactants are Cl[C:2]1[C:11]2[C:6](=[CH:7][CH:8]=[CH:9][CH:10]=2)[N:5]=[C:4]([C:12]2[CH:17]=[CH:16][C:15]([Cl:18])=[CH:14][C:13]=2[Cl:19])[N:3]=1.[NH2:20][CH2:21][CH2:22][CH2:23][NH:24][C:25]1[CH:32]=[CH:31][C:28]([C:29]#[N:30])=[CH:27][N:26]=1.NCCNC1C=CC(C#N)=CN=1. No catalyst specified. The product is [Cl:19][C:13]1[CH:14]=[C:15]([Cl:18])[CH:16]=[CH:17][C:12]=1[C:4]1[N:3]=[C:2]([NH:20][CH2:21][CH2:22][CH2:23][NH:24][C:25]2[CH:32]=[CH:31][C:28]([C:29]#[N:30])=[CH:27][N:26]=2)[C:11]2[C:6](=[CH:7][CH:8]=[CH:9][CH:10]=2)[N:5]=1. The yield is 0.570. (2) No catalyst specified. The product is [CH3:1][O:2][C:3]1[C:12]([NH:13][C:14]([N:36]2[CH2:35][CH2:34][N:33]([C:27]3[CH:26]=[C:25]([O:24][CH3:23])[CH:30]=[C:29]([O:31][CH3:32])[CH:28]=3)[CH2:38][CH2:37]2)=[O:22])=[CH:11][C:10]2[C:5](=[CH:6][CH:7]=[CH:8][CH:9]=2)[CH:4]=1. The reactants are [CH3:1][O:2][C:3]1[C:12]([NH:13][C:14](=[O:22])OC2C=CC=CC=2)=[CH:11][C:10]2[C:5](=[CH:6][CH:7]=[CH:8][CH:9]=2)[CH:4]=1.[CH3:23][O:24][C:25]1[CH:26]=[C:27]([N:33]2[CH2:38][CH2:37][NH:36][CH2:35][CH2:34]2)[CH:28]=[C:29]([O:31][CH3:32])[CH:30]=1. The yield is 0.745. (3) The reactants are [CH3:1][S:2]([NH2:5])(=[O:4])=[O:3].C(N(CC)CC)C.[CH3:13][C:14]([O:17][C:18](O[C:18]([O:17][C:14]([CH3:16])([CH3:15])[CH3:13])=[O:19])=[O:19])([CH3:16])[CH3:15]. The catalyst is C(Cl)Cl.CN(C1C=CN=CC=1)C.CCCCCC. The product is [CH3:1][S:2]([NH:5][C:18](=[O:19])[O:17][C:14]([CH3:16])([CH3:15])[CH3:13])(=[O:4])=[O:3]. The yield is 0.421. (4) The reactants are [CH2:1]([CH:3]([C:6]1[C:14]2[NH:13][C:12](=[O:15])[NH:11][C:10]=2[CH:9]=[CH:8][CH:7]=1)[CH2:4][CH3:5])[CH3:2].C(=O)([O-])[O-].[K+].[K+].[C:22](O[C:22]([O:24][C:25]([CH3:28])([CH3:27])[CH3:26])=[O:23])([O:24][C:25]([CH3:28])([CH3:27])[CH3:26])=[O:23]. The catalyst is O1CCCC1.O. The product is [CH2:1]([CH:3]([C:6]1[C:14]2[NH:13][C:12](=[O:15])[N:11]([C:22]([O:24][C:25]([CH3:28])([CH3:27])[CH3:26])=[O:23])[C:10]=2[CH:9]=[CH:8][CH:7]=1)[CH2:4][CH3:5])[CH3:2]. The yield is 0.710. (5) The reactants are [C:1](Cl)([C:14]1[CH:19]=[CH:18][CH:17]=[CH:16][CH:15]=1)([C:8]1[CH:13]=[CH:12][CH:11]=[CH:10][CH:9]=1)[C:2]1[CH:7]=[CH:6][CH:5]=[CH:4][CH:3]=1.[Br:21][C:22]1[CH:23]=[C:24]2[C:28](=[CH:29][CH:30]=1)[CH2:27][NH:26][CH2:25]2.C(N(CC)CC)C. The catalyst is ClCCl. The product is [Br:21][C:22]1[CH:23]=[C:24]2[C:28](=[CH:29][CH:30]=1)[CH2:27][N:26]([C:1]([C:14]1[CH:19]=[CH:18][CH:17]=[CH:16][CH:15]=1)([C:8]1[CH:13]=[CH:12][CH:11]=[CH:10][CH:9]=1)[C:2]1[CH:7]=[CH:6][CH:5]=[CH:4][CH:3]=1)[CH2:25]2. The yield is 0.850. (6) The reactants are [S:1]1[C:5]2=[CH:6][N:7]=[CH:8][CH:9]=[C:4]2[CH:3]=[CH:2]1.C([Li])CCC.[CH2:15]([Sn:19]([CH2:25][CH2:26][CH2:27][CH3:28])([CH2:21][CH2:22][CH2:23][CH3:24])Cl)[CH2:16][CH2:17][CH3:18].C(=O)(O)[O-].[Na+]. The catalyst is C1COCC1. The product is [CH2:25]([Sn:19]([CH2:15][CH2:16][CH2:17][CH3:18])([CH2:21][CH2:22][CH2:23][CH3:24])[C:2]1[S:1][C:5]2=[CH:6][N:7]=[CH:8][CH:9]=[C:4]2[CH:3]=1)[CH2:26][CH2:27][CH3:28]. The yield is 0.670.